From a dataset of CYP3A4 inhibition data for predicting drug metabolism from PubChem BioAssay. Regression/Classification. Given a drug SMILES string, predict its absorption, distribution, metabolism, or excretion properties. Task type varies by dataset: regression for continuous measurements (e.g., permeability, clearance, half-life) or binary classification for categorical outcomes (e.g., BBB penetration, CYP inhibition). Dataset: cyp3a4_veith. (1) The molecule is CO[C@@H](C[Hg])CN1C(=O)c2ccccc2S1(=O)=O.Cn1c(=O)c2nc[nH]c2n(C)c1=O. The result is 0 (non-inhibitor). (2) The compound is CCN1CCN(C(=O)N[C@H](C(=O)N[C@@H]2C(=O)N3C(C(=O)O)=C(CSc4nnnn4C)CS[C@@H]23)c2ccc(O)cc2)C(=O)C1=O.O.O. The result is 0 (non-inhibitor).